From a dataset of Catalyst prediction with 721,799 reactions and 888 catalyst types from USPTO. Predict which catalyst facilitates the given reaction. Reactant: [CH3:1][N:2]([CH2:4][CH:5]([C:14]1([OH:20])[CH2:19][CH2:18][CH2:17][CH2:16][CH2:15]1)[C:6]1[CH:7]=[CH:8][C:9]([O:12][CH3:13])=[CH:10][CH:11]=1)[CH3:3].Cl. Product: [CH3:1][N:2]([CH2:4][CH:5]([C:14]1([OH:20])[CH2:19][CH2:18][CH2:17][CH2:16][CH2:15]1)[C:6]1[CH:7]=[CH:8][C:9]([O:12][CH3:13])=[CH:10][CH:11]=1)[CH3:3]. The catalyst class is: 6.